The task is: Predict the product of the given reaction.. This data is from Forward reaction prediction with 1.9M reactions from USPTO patents (1976-2016). Given the reactants [CH2:1]([O:3][C:4]([C:6]1[CH:7]=[C:8]([NH:12][CH:13]([C:17]2[CH:18]=[N:19][C:20]([O:23][CH3:24])=[CH:21][CH:22]=2)[C:14]([OH:16])=[O:15])[CH:9]=[CH:10][CH:11]=1)=[O:5])[CH3:2].[N:25]12[CH2:32][CH2:31][CH:28]([CH2:29][CH2:30]1)[C@@H:27](O)[CH2:26]2.C1C=CC2N(O)N=NC=2C=1.C1CCC(N=C=NC2CCCCC2)CC1, predict the reaction product. The product is: [CH3:24][O:23][C:20]1[N:19]=[CH:18][C:17]([CH:13]([NH:12][C:8]2[CH:7]=[C:6]([CH:11]=[CH:10][CH:9]=2)[C:4]([O:3][CH2:1][CH3:2])=[O:5])[C:14](=[O:16])[O:15][C@@H:27]2[CH:28]3[CH2:31][CH2:32][N:25]([CH2:30][CH2:29]3)[CH2:26]2)=[CH:22][CH:21]=1.